From a dataset of Forward reaction prediction with 1.9M reactions from USPTO patents (1976-2016). Predict the product of the given reaction. (1) Given the reactants [F:1][C:2]1[CH:3]=[C:4]([CH2:9][C:10](O)=[O:11])[CH:5]=[CH:6][C:7]=1[OH:8].B.CO, predict the reaction product. The product is: [F:1][C:2]1[CH:3]=[C:4]([CH2:9][CH2:10][OH:11])[CH:5]=[CH:6][C:7]=1[OH:8]. (2) Given the reactants [Cl:1][C:2]1[CH:3]=[C:4]([C@H:8]([O:20][CH2:21][CH2:22][NH:23][C:24]([O:26][CH3:27])=[O:25])[C:9]2[CH:10]=[C:11]([CH:17]=[CH:18][CH:19]=2)[C:12]([O:14]CC)=[O:13])[CH:5]=[CH:6][CH:7]=1.CO.[OH-].[Na+], predict the reaction product. The product is: [Cl:1][C:2]1[CH:3]=[C:4]([C@H:8]([O:20][CH2:21][CH2:22][NH:23][C:24]([O:26][CH3:27])=[O:25])[C:9]2[CH:10]=[C:11]([CH:17]=[CH:18][CH:19]=2)[C:12]([OH:14])=[O:13])[CH:5]=[CH:6][CH:7]=1. (3) Given the reactants [NH2:1][C:2]1[C:3]2[N:10]([C:11]3[CH:16]=[CH:15][C:14]([NH2:17])=[C:13]([O:18][CH3:19])[CH:12]=3)[N:9]=[C:8]([CH:20]3[CH2:25][CH2:24][N:23](C(OC(C)(C)C)=O)[CH2:22][CH2:21]3)[C:4]=2[N:5]=[CH:6][N:7]=1.[C:33]1([S:39](Cl)(=[O:41])=[O:40])[CH:38]=[CH:37][CH:36]=[CH:35][CH:34]=1.NC1C2N(C3C=CC(NC(C4N(C)C5C(C=4)=CC=CC=5)=O)=C(OC)C=3)N=C(C3CCNCC3)C=2N=CN=1.CO[C@@H]1[C@@H:95]([C:96]([O:98]C)=[O:97])[C@@H]2[C@@H](CN3[C@H](C2)C2NC4C=C(OC)C=CC=4C=2CC3)C[C@H]1[O:98][C:96]([C:95]1C=C(OC)C(OC)=C(OC)C=1)=[O:97], predict the reaction product. The product is: [C:96]([OH:98])(=[O:97])[CH3:95].[C:96]([OH:98])(=[O:97])[CH3:95].[NH2:1][C:2]1[C:3]2[N:10]([C:11]3[CH:16]=[CH:15][C:14]([NH:17][S:39]([C:33]4[CH:38]=[CH:37][CH:36]=[CH:35][CH:34]=4)(=[O:41])=[O:40])=[C:13]([O:18][CH3:19])[CH:12]=3)[N:9]=[C:8]([CH:20]3[CH2:21][CH2:22][NH:23][CH2:24][CH2:25]3)[C:4]=2[N:5]=[CH:6][N:7]=1. (4) Given the reactants C(N(CC)CC)C.Cl.[C:9]([C:11]1[CH:16]=[CH:15][C:14]([NH:17][NH2:18])=[CH:13][CH:12]=1)#[N:10].[F:19][C:20]([F:25])([F:24])[C:21](N)=[NH:22], predict the reaction product. The product is: [F:19][C:20]([F:25])([F:24])[C:21](=[N:18][NH:17][C:14]1[CH:15]=[CH:16][C:11]([C:9]#[N:10])=[CH:12][CH:13]=1)[NH2:22]. (5) Given the reactants [C:1]1([CH2:11][NH:12][S:13]([C:16]2[CH:17]=[C:18]([CH:22]=[CH:23][C:24]([OH:26])=O)[CH:19]=[CH:20][CH:21]=2)(=[O:15])=[O:14])[C:10]2[C:5](=[CH:6][CH:7]=[CH:8][CH:9]=2)[CH:4]=[CH:3][CH:2]=1.[Cl:27]CCl, predict the reaction product. The product is: [C:1]1([CH2:11][NH:12][S:13]([C:16]2[CH:17]=[C:18]([CH:22]=[CH:23][C:24]([Cl:27])=[O:26])[CH:19]=[CH:20][CH:21]=2)(=[O:15])=[O:14])[C:10]2[C:5](=[CH:6][CH:7]=[CH:8][CH:9]=2)[CH:4]=[CH:3][CH:2]=1.